From a dataset of Reaction yield outcomes from USPTO patents with 853,638 reactions. Predict the reaction yield, written as a fraction of the theoretical maximum amount of product (1.0 means a 100% yield; for example, 0.34 means a 34% yield). The reactants are [I:1][C:2]1[C:6]([CH:7]=O)=[CH:5][N:4]([CH:9]2[CH2:14][CH2:13][CH2:12][CH2:11][O:10]2)[N:3]=1.[CH3:15][NH:16][CH2:17][CH2:18][NH:19][C:20](=[O:26])[O:21][C:22]([CH3:25])([CH3:24])[CH3:23].[BH-](OC(C)=O)(OC(C)=O)OC(C)=O.[Na+]. The catalyst is ClC(Cl)C. The product is [I:1][C:2]1[C:6]([CH2:7][N:16]([CH3:15])[CH2:17][CH2:18][NH:19][C:20](=[O:26])[O:21][C:22]([CH3:23])([CH3:24])[CH3:25])=[CH:5][N:4]([CH:9]2[CH2:14][CH2:13][CH2:12][CH2:11][O:10]2)[N:3]=1. The yield is 0.830.